Dataset: Forward reaction prediction with 1.9M reactions from USPTO patents (1976-2016). Task: Predict the product of the given reaction. Given the reactants P([O-])([O-])([O-])=O.[K+].[K+].[K+].[CH2:9]([B-](F)(F)F)[CH:10]=[CH2:11].[K+].Cl[C:18]1[C:23]2[O:24][CH:25]([CH3:29])[C:26](=[O:28])[NH:27][C:22]=2[CH:21]=[C:20]([CH:30]=[O:31])[CH:19]=1.C1(P(C2CCCCC2)C2C=CC=CC=2C2C(OC(C)C)=CC=CC=2OC(C)C)CCCCC1, predict the reaction product. The product is: [CH2:11]([C:18]1[C:23]2[O:24][CH:25]([CH3:29])[C:26](=[O:28])[NH:27][C:22]=2[CH:21]=[C:20]([CH:30]=[O:31])[CH:19]=1)[CH:10]=[CH2:9].